Dataset: Full USPTO retrosynthesis dataset with 1.9M reactions from patents (1976-2016). Task: Predict the reactants needed to synthesize the given product. (1) Given the product [C:1]([O:5][C:6](=[O:11])[NH:7][CH2:8][CH2:9][N:12]=[N+:13]=[N-:14])([CH3:4])([CH3:3])[CH3:2], predict the reactants needed to synthesize it. The reactants are: [C:1]([O:5][C:6](=[O:11])[NH:7][CH2:8][CH2:9]Br)([CH3:4])([CH3:3])[CH3:2].[N-:12]=[N+:13]=[N-:14].[Na+].CN(C=O)C. (2) Given the product [C:1]([C:5]1[CH:10]=[CH:9][CH:8]=[CH:7][C:6]=1[CH:11]1[CH2:12][CH2:13][NH:14][CH2:15][CH2:16]1)([CH3:4])([CH3:2])[CH3:3], predict the reactants needed to synthesize it. The reactants are: [C:1]([C:5]1[CH:10]=[CH:9][CH:8]=[CH:7][C:6]=1[C:11]1[CH:16]=[CH:15][N:14]=[CH:13][CH:12]=1)([CH3:4])([CH3:3])[CH3:2].